Task: Predict which catalyst facilitates the given reaction.. Dataset: Catalyst prediction with 721,799 reactions and 888 catalyst types from USPTO (1) Reactant: [F:1][C:2]([F:7])([F:6])[C:3]([OH:5])=[O:4].C(OC([N:15]1[CH2:20][CH2:19][CH:18]([N:21]2[C:25]3=[N:26][CH:27]=[N:28][C:29]([O:30][C:31]4[CH:36]=[CH:35][C:34]([S:37]([CH3:40])(=[O:39])=[O:38])=[CH:33][CH:32]=4)=[C:24]3[CH:23]=[N:22]2)[CH2:17][CH2:16]1)=O)(C)(C)C. Product: [F:1][C:2]([F:7])([F:6])[C:3]([OH:5])=[O:4].[CH3:40][S:37]([C:34]1[CH:33]=[CH:32][C:31]([O:30][C:29]2[N:28]=[CH:27][N:26]=[C:25]3[N:21]([CH:18]4[CH2:17][CH2:16][NH:15][CH2:20][CH2:19]4)[N:22]=[CH:23][C:24]=23)=[CH:36][CH:35]=1)(=[O:39])=[O:38]. The catalyst class is: 4. (2) Reactant: [NH2:1][C:2]1[N:7]=[CH:6][C:5]([O:8][C:9]2[CH:10]=[CH:11][C:12]([F:25])=[C:13]([NH:15][C:16]([C:18]3[N:22]([CH3:23])[N:21]=[C:20]([CH3:24])[CH:19]=3)=[O:17])[CH:14]=2)=[CH:4][CH:3]=1.[C:26]1([CH3:36])[CH:31]=[CH:30][C:29]([S:32](Cl)(=[O:34])=[O:33])=[CH:28][CH:27]=1. Product: [F:25][C:12]1[CH:11]=[CH:10][C:9]([O:8][C:5]2[CH:6]=[N:7][C:2]([NH:1][S:32]([C:29]3[CH:30]=[CH:31][C:26]([CH3:36])=[CH:27][CH:28]=3)(=[O:34])=[O:33])=[CH:3][CH:4]=2)=[CH:14][C:13]=1[NH:15][C:16]([C:18]1[N:22]([CH3:23])[N:21]=[C:20]([CH3:24])[CH:19]=1)=[O:17]. The catalyst class is: 17. (3) Reactant: [NH2:1][CH2:2][CH2:3][CH2:4][C:5]([OH:7])=[O:6].C(N(CC)CC)C.[CH3:15][C:16]([O:19][C:20](O[C:20]([O:19][C:16]([CH3:18])([CH3:17])[CH3:15])=[O:21])=[O:21])([CH3:18])[CH3:17]. Product: [C:16]([O:19][C:20]([NH:1][CH2:2][CH2:3][CH2:4][C:5]([OH:7])=[O:6])=[O:21])([CH3:18])([CH3:17])[CH3:15]. The catalyst class is: 5. (4) Reactant: [OH-].[K+].[NH2:3][C:4]1[S:5][C:6]2[CH:12]=[C:11]([OH:13])[CH:10]=[CH:9][C:7]=2[N:8]=1.[Cl:14][C:15]1[CH:20]=[CH:19][CH:18]=[C:17]([F:21])[C:16]=1[CH2:22]Cl.O. Product: [Cl:14][C:15]1[CH:20]=[CH:19][CH:18]=[C:17]([F:21])[C:16]=1[CH2:22][O:13][C:11]1[CH:10]=[CH:9][C:7]2[N:8]=[C:4]([NH2:3])[S:5][C:6]=2[CH:12]=1. The catalyst class is: 9. (5) Reactant: [CH2:1]([NH:8][CH2:9][C@@H:10]([C:12]1[CH:21]=[CH:20][C:19]([O:22][CH2:23][C:24]2[CH:29]=[CH:28][CH:27]=[CH:26][CH:25]=2)=[C:18]2[C:13]=1[CH:14]=[CH:15][C:16](=[O:30])[NH:17]2)[OH:11])[C:2]1[CH:7]=[CH:6][CH:5]=[CH:4][CH:3]=1.C(N(CC)C(C)C)(C)C.Br[CH2:41][CH2:42][CH2:43][CH2:44][CH2:45][CH2:46][CH2:47][O:48][CH2:49][CH2:50][CH2:51][C:52]1[CH:53]=[C:54]([S:58]([NH2:61])(=[O:60])=[O:59])[CH:55]=[CH:56][CH:57]=1. Product: [CH2:1]([N:8]([CH2:9][C@@H:10]([C:12]1[CH:21]=[CH:20][C:19]([O:22][CH2:23][C:24]2[CH:29]=[CH:28][CH:27]=[CH:26][CH:25]=2)=[C:18]2[C:13]=1[CH:14]=[CH:15][C:16](=[O:30])[NH:17]2)[OH:11])[CH2:41][CH2:42][CH2:43][CH2:44][CH2:45][CH2:46][CH2:47][O:48][CH2:49][CH2:50][CH2:51][C:52]1[CH:53]=[C:54]([S:58]([NH2:61])(=[O:60])=[O:59])[CH:55]=[CH:56][CH:57]=1)[C:2]1[CH:7]=[CH:6][CH:5]=[CH:4][CH:3]=1. The catalyst class is: 47. (6) Reactant: [CH:1]([C:3]1[CH:12]=[C:11]([CH3:13])[CH:10]=[CH:9][C:4]=1[C:5]([O:7][CH3:8])=[O:6])=O.[N:14]1([C:20]([O:22][C:23]([CH3:26])([CH3:25])[CH3:24])=[O:21])[CH2:19][CH2:18][NH:17][CH2:16][CH2:15]1.C(O[BH-](OC(=O)C)OC(=O)C)(=O)C.[Na+]. Product: [CH3:8][O:7][C:5]([C:4]1[CH:9]=[CH:10][C:11]([CH3:13])=[CH:12][C:3]=1[CH2:1][N:17]1[CH2:16][CH2:15][N:14]([C:20]([O:22][C:23]([CH3:26])([CH3:25])[CH3:24])=[O:21])[CH2:19][CH2:18]1)=[O:6]. The catalyst class is: 26. (7) Reactant: C(OC([N:8]1[CH2:13][CH2:12][N:11]([CH2:14][C:15]2[CH:20]=[CH:19][C:18]([C:21]3[NH:22][C:23](=[O:33])[C:24]4[C:29]([CH:30]=3)=[C:28]([C:31]#[CH:32])[CH:27]=[CH:26][CH:25]=4)=[CH:17][CH:16]=2)[CH2:10][CH2:9]1)=O)(C)(C)C.Cl.O1CCOCC1. Product: [C:31]([C:28]1[CH:27]=[CH:26][CH:25]=[C:24]2[C:29]=1[CH:30]=[C:21]([C:18]1[CH:19]=[CH:20][C:15]([CH2:14][N:11]3[CH2:10][CH2:9][NH:8][CH2:13][CH2:12]3)=[CH:16][CH:17]=1)[NH:22][C:23]2=[O:33])#[CH:32]. The catalyst class is: 2. (8) Reactant: [Cl:1][C:2]1[C:7]([CH2:8][CH2:9][C:10]([O:12][CH2:13][CH3:14])=[O:11])=[CH:6][CH:5]=[C:4](Cl)[N:3]=1.[F:16][C:17]1[CH:22]=[CH:21][C:20]([C:23]2[O:24][C:25]3[CH:35]=[C:34]([N:36]([CH3:41])[S:37]([CH3:40])(=[O:39])=[O:38])[C:33](B4OC(C)(C)C(C)(C)O4)=[CH:32][C:26]=3[C:27]=2[C:28]([NH:30][CH3:31])=[O:29])=[CH:19][CH:18]=1.CC1(C)C2C(=C(P(C3C=CC=CC=3)C3C=CC=CC=3)C=CC=2)OC2C(P(C3C=CC=CC=3)C3C=CC=CC=3)=CC=CC1=2.C1(C2C=CC=CC=2)C=CC=CC=1.C(=O)([O-])[O-].[Cs+].[Cs+]. Product: [Cl:1][C:2]1[C:7]([CH2:8][CH2:9][C:10]([O:12][CH2:13][CH3:14])=[O:11])=[CH:6][CH:5]=[C:4]([C:33]2[C:34]([N:36]([CH3:41])[S:37]([CH3:40])(=[O:39])=[O:38])=[CH:35][C:25]3[O:24][C:23]([C:20]4[CH:21]=[CH:22][C:17]([F:16])=[CH:18][CH:19]=4)=[C:27]([C:28](=[O:29])[NH:30][CH3:31])[C:26]=3[CH:32]=2)[N:3]=1. The catalyst class is: 127. (9) Reactant: [CH3:1][S:2]([CH:5]([CH3:16])[C:6]([O:8][CH2:9][C:10]1[CH:15]=[CH:14][CH:13]=[CH:12][CH:11]=1)=[O:7])(=[O:4])=[O:3].C([O-])([O-])=O.[Cs+].[Cs+].Br[CH2:24][CH:25]=[CH2:26]. Product: [CH3:16][C@@:5]([S:2]([CH3:1])(=[O:3])=[O:4])([CH2:26][CH:25]=[CH2:24])[C:6]([O:8][CH2:9][C:10]1[CH:15]=[CH:14][CH:13]=[CH:12][CH:11]=1)=[O:7]. The catalyst class is: 23.